This data is from Reaction yield outcomes from USPTO patents with 853,638 reactions. The task is: Predict the reaction yield, written as a fraction of the theoretical maximum amount of product (1.0 means a 100% yield; for example, 0.34 means a 34% yield). (1) The reactants are C[O:2][C:3]1[CH:12]=[CH:11][C:10]2[NH:9][C:8](=[O:13])[C:7]3[S:14][CH:15]=[CH:16][C:6]=3[C:5]=2[C:4]=1[C:17]1[CH:22]=[CH:21][C:20]([CH2:23][NH:24][CH3:25])=[CH:19][CH:18]=1.BrB(Br)Br. No catalyst specified. The product is [OH:2][C:3]1[CH:12]=[CH:11][C:10]2[NH:9][C:8](=[O:13])[C:7]3[S:14][CH:15]=[CH:16][C:6]=3[C:5]=2[C:4]=1[C:17]1[CH:22]=[CH:21][C:20]([CH2:23][NH:24][CH3:25])=[CH:19][CH:18]=1. The yield is 0.300. (2) The reactants are [BH3-]C#N.[Na+].[CH:5]([CH:18]1[CH2:23][C:22](=[O:24])[CH:21]=[CH:20][O:19]1)([C:12]1[CH:17]=[CH:16][CH:15]=[CH:14][CH:13]=1)[C:6]1[CH:11]=[CH:10][CH:9]=[CH:8][CH:7]=1.B(F)(F)F.CCOCC. The catalyst is C1COCC1.CCCCCC.C(OCC)(=O)C. The product is [CH:5]([C@H:18]1[CH2:23][C@H:22]([OH:24])[CH2:21][CH2:20][O:19]1)([C:12]1[CH:17]=[CH:16][CH:15]=[CH:14][CH:13]=1)[C:6]1[CH:7]=[CH:8][CH:9]=[CH:10][CH:11]=1. The yield is 0.680. (3) The reactants are [CH3:1][O:2][C:3]1[CH:8]=[C:7]([O:9][CH3:10])[CH:6]=[CH:5][C:4]=1[CH2:11][NH:12][C:13]([C:15]1[C:20]([OH:21])=[CH:19][C:18](=[O:22])[N:17]([CH2:23][C:24]2[CH:29]=[CH:28][CH:27]=[CH:26][CH:25]=2)[CH:16]=1)=[O:14].OC1C([C:45]([OH:47])=[O:46])=CN(CC2C=CC=CC=2)C(=O)C=1.C(Cl)CCl.C1C=CC2N(O)N=NC=2C=1.COC1C=C(OC)C=CC=1CN.[CH3:74][N:75](C)[CH:76]=[O:77]. The catalyst is C(Cl)Cl. The product is [CH3:1][O:2][C:3]1[CH:8]=[C:7]([O:9][CH3:10])[CH:6]=[CH:5][C:4]=1[CH2:11][NH:12][C:13]([C:15]1[C:20]([OH:21])=[C:19]([C:76]([NH:75][CH2:74][C:45]([OH:47])=[O:46])=[O:77])[C:18](=[O:22])[N:17]([CH2:23][C:24]2[CH:29]=[CH:28][CH:27]=[CH:26][CH:25]=2)[CH:16]=1)=[O:14]. The yield is 0.180. (4) The reactants are [CH2:1]([CH:3]1[CH2:8][C:7](=O)[CH2:6][CH2:5][N:4]1[CH2:10][C:11]([OH:13])=[O:12])[CH3:2].[NH2:14][C:15]1[CH:20]=[CH:19][CH:18]=[CH:17][CH:16]=1.[C:21]([O:24][BH-]([O:24][C:21](=[O:23])[CH3:22])[O:24][C:21](=[O:23])[CH3:22])(=[O:23])[CH3:22].[Na+].[C:35](O)(=O)C. The catalyst is ClCCCl. The product is [CH2:1]([CH:3]1[CH2:8][CH:7]([N:14]([C:15]2[CH:20]=[CH:19][CH:18]=[CH:17][CH:16]=2)[C@H:22]([C:21]([OH:24])=[O:23])[CH3:35])[CH2:6][CH2:5][N:4]1[CH2:10][C:11]([OH:13])=[O:12])[CH3:2]. The yield is 0.800. (5) The reactants are Br[C:2]1[CH:3]=[C:4]([NH2:9])[C:5]([NH2:8])=[CH:6][CH:7]=1.[F:10][C:11]([F:22])([F:21])[C:12]1[CH:17]=[CH:16][C:15](B(O)O)=[CH:14][CH:13]=1.C(=O)([O-])[O-].[K+].[K+].CN(C)C=O. The catalyst is C1C=CC([P]([Pd]([P](C2C=CC=CC=2)(C2C=CC=CC=2)C2C=CC=CC=2)([P](C2C=CC=CC=2)(C2C=CC=CC=2)C2C=CC=CC=2)[P](C2C=CC=CC=2)(C2C=CC=CC=2)C2C=CC=CC=2)(C2C=CC=CC=2)C2C=CC=CC=2)=CC=1.O. The product is [F:10][C:11]([F:22])([F:21])[C:12]1[CH:17]=[CH:16][C:15]([C:2]2[CH:7]=[CH:6][C:5]([NH2:8])=[C:4]([NH2:9])[CH:3]=2)=[CH:14][CH:13]=1. The yield is 0.760. (6) The reactants are [CH3:1][O:2][C@H:3]1[C@@H:8]([NH:9]C(=O)OC(C)(C)C)[CH2:7][CH2:6][N:5]([CH2:17][CH2:18][N:19]2[C:28]3[C:23](=[CH:24][CH:25]=[C:26]([O:29][CH3:30])[CH:27]=3)[N:22]=[CH:21][C:20]2=[O:31])[CH2:4]1.FC(F)(F)C(O)=O. No catalyst specified. The product is [NH2:9][C@H:8]1[CH2:7][CH2:6][N:5]([CH2:17][CH2:18][N:19]2[C:28]3[C:23](=[CH:24][CH:25]=[C:26]([O:29][CH3:30])[CH:27]=3)[N:22]=[CH:21][C:20]2=[O:31])[CH2:4][C@H:3]1[O:2][CH3:1]. The yield is 0.910. (7) The reactants are [CH:1]([C:4]1[CH:9]=[CH:8][CH:7]=[CH:6][C:5]=1[OH:10])([CH3:3])[CH3:2].[Br-:11].[Br-].O1CCOCC1. The catalyst is CCOCC. The product is [Br:11][C:8]1[CH:7]=[CH:6][C:5]([OH:10])=[C:4]([CH:1]([CH3:3])[CH3:2])[CH:9]=1. The yield is 0.660.